From a dataset of Reaction yield outcomes from USPTO patents with 853,638 reactions. Predict the reaction yield, written as a fraction of the theoretical maximum amount of product (1.0 means a 100% yield; for example, 0.34 means a 34% yield). The reactants are [C:1]([O:5][C:6]([N:8]1[CH2:13][CH2:12][N:11]([C:14]2[CH:19]=[CH:18][C:17]([C@@H:20]([N:22]([C:37]([O:39][C:40]([CH3:43])([CH3:42])[CH3:41])=[O:38])[CH2:23][CH2:24][C:25]3[CH:30]=[C:29]([O:31][CH3:32])[C:28]([N+:33]([O-])=O)=[CH:27][C:26]=3[Cl:36])[CH3:21])=[CH:16][CH:15]=2)[CH2:10][CH2:9]1)=[O:7])([CH3:4])([CH3:3])[CH3:2].[NH4+].[Cl-]. The catalyst is CO.[Zn]. The product is [C:1]([O:5][C:6]([N:8]1[CH2:13][CH2:12][N:11]([C:14]2[CH:19]=[CH:18][C:17]([C@@H:20]([N:22]([CH2:23][CH2:24][C:25]3[CH:30]=[C:29]([O:31][CH3:32])[C:28]([NH2:33])=[CH:27][C:26]=3[Cl:36])[C:37]([O:39][C:40]([CH3:42])([CH3:43])[CH3:41])=[O:38])[CH3:21])=[CH:16][CH:15]=2)[CH2:10][CH2:9]1)=[O:7])([CH3:2])([CH3:3])[CH3:4]. The yield is 0.890.